From a dataset of Reaction yield outcomes from USPTO patents with 853,638 reactions. Predict the reaction yield, written as a fraction of the theoretical maximum amount of product (1.0 means a 100% yield; for example, 0.34 means a 34% yield). The reactants are [CH3:1][O:2][C:3]1[C:4]([Br:24])=[CH:5][C:6]2[CH2:12][CH2:11][N:10]([CH3:13])[CH2:9][CH:8]([C:14]3[CH:19]=[CH:18][C:17]([N+:20]([O-])=O)=[CH:16][CH:15]=3)[C:7]=2[CH:23]=1.[O-]S(S([O-])=O)=O.[Na+].[Na+]. The catalyst is CCO.N. The product is [CH3:1][O:2][C:3]1[C:4]([Br:24])=[CH:5][C:6]2[CH2:12][CH2:11][N:10]([CH3:13])[CH2:9][CH:8]([C:14]3[CH:19]=[CH:18][C:17]([NH2:20])=[CH:16][CH:15]=3)[C:7]=2[CH:23]=1. The yield is 0.440.